From a dataset of Full USPTO retrosynthesis dataset with 1.9M reactions from patents (1976-2016). Predict the reactants needed to synthesize the given product. (1) Given the product [OH:1][CH:2]1[C:11]2[C:6](=[CH:7][CH:8]=[C:9]([O:12][CH:21]([CH3:23])[CH3:22])[CH:10]=2)[CH2:5][N:4]([C:13]([O:15][C:16]([CH3:19])([CH3:18])[CH3:17])=[O:14])[CH2:3]1, predict the reactants needed to synthesize it. The reactants are: [OH:1][CH:2]1[C:11]2[C:6](=[CH:7][CH:8]=[C:9]([OH:12])[CH:10]=2)[CH2:5][N:4]([C:13]([O:15][C:16]([CH3:19])([CH3:18])[CH3:17])=[O:14])[CH2:3]1.Br[CH:21]([CH3:23])[CH3:22].C(=O)([O-])[O-].[K+].[K+].[I-].[Na+]. (2) Given the product [O:6]=[C:5]1[CH2:10][CH2:11][C:2]([C:12]2[CH:13]=[C:14]([CH:20]=[CH:21][CH:22]=2)[C:15]([O:17][CH2:18][CH3:19])=[O:16])=[CH:3][CH2:4]1, predict the reactants needed to synthesize it. The reactants are: O[C:2]1([C:12]2[CH:13]=[C:14]([CH:20]=[CH:21][CH:22]=2)[C:15]([O:17][CH2:18][CH3:19])=[O:16])[CH2:11][CH2:10][C:5]2(OCC[O:6]2)[CH2:4][CH2:3]1. (3) The reactants are: Cl[C:2]1[C:11]([O:12][CH:13]([C:18]2[CH:19]=[N:20][CH:21]=[CH:22][CH:23]=2)[C:14]([F:17])([F:16])[F:15])=[N:10][C:9]2[C:4](=[CH:5][CH:6]=[CH:7][CH:8]=2)[N:3]=1.CS(C)=O.[C:28]([C:30]1[CH:35]=[CH:34][CH:33]=[CH:32][C:31]=1[S:36]([NH2:39])(=[O:38])=[O:37])#[N:29].C(=O)([O-])[O-].[K+].[K+]. Given the product [C:28]([C:30]1[CH:35]=[CH:34][CH:33]=[CH:32][C:31]=1[S:36]([NH:39][C:2]1[C:11]([O:12][CH:13]([C:18]2[CH:19]=[N:20][CH:21]=[CH:22][CH:23]=2)[C:14]([F:17])([F:16])[F:15])=[N:10][C:9]2[C:4](=[CH:5][CH:6]=[CH:7][CH:8]=2)[N:3]=1)(=[O:38])=[O:37])#[N:29], predict the reactants needed to synthesize it. (4) The reactants are: [Cl:1][C:2]1[CH:3]=[C:4]([CH:8]=[CH:9][C:10]=1[C:11](=[O:26])[NH:12][C:13]1[CH:18]=[CH:17][C:16]([Cl:19])=[C:15]([C:20]2[CH:25]=[CH:24][CH:23]=[CH:22][N:21]=2)[CH:14]=1)[C:5](O)=[O:6].[NH2:27][C:28]1[NH:29][CH:30]=[CH:31][N:32]=1. Given the product [Cl:1][C:2]1[CH:3]=[C:4]([C:5]([NH:27][C:28]2[NH:29][CH:30]=[CH:31][N:32]=2)=[O:6])[CH:8]=[CH:9][C:10]=1[C:11]([NH:12][C:13]1[CH:18]=[CH:17][C:16]([Cl:19])=[C:15]([C:20]2[CH:25]=[CH:24][CH:23]=[CH:22][N:21]=2)[CH:14]=1)=[O:26], predict the reactants needed to synthesize it. (5) Given the product [NH2:18][C:17]1[N:11]([C:7]2[CH:6]=[C:5]([CH:10]=[CH:9][CH:8]=2)[C:4]([O:3][CH2:1][CH3:2])=[O:13])[N:12]=[C:15]([CH3:19])[CH:16]=1, predict the reactants needed to synthesize it. The reactants are: [CH2:1]([O:3][C:4](=[O:13])[C:5]1[CH:10]=[CH:9][CH:8]=[C:7]([NH:11][NH2:12])[CH:6]=1)[CH3:2].O=[C:15]([CH3:19])[CH2:16][C:17]#[N:18].Cl. (6) Given the product [NH2:1][C:2]1[N:7]=[CH:6][N:5]=[C:4]2[N:8]([CH:12]([C:14]3[O:15][C:16]4[C:21]([C:22](=[O:30])[C:23]=3[C:24]3[CH:29]=[CH:28][CH:27]=[CH:26][CH:25]=3)=[CH:20][CH:19]=[CH:18][CH:17]=4)[CH3:13])[N:9]=[C:10]([C:37]3[CH:38]=[C:39]4[C:34]([CH:33]=[N:32][NH:31]4)=[CH:35][CH:36]=3)[C:3]=12, predict the reactants needed to synthesize it. The reactants are: [NH2:1][C:2]1[N:7]=[CH:6][N:5]=[C:4]2[N:8]([CH:12]([C:14]3[O:15][C:16]4[C:21]([C:22](=[O:30])[C:23]=3[C:24]3[CH:29]=[CH:28][CH:27]=[CH:26][CH:25]=3)=[CH:20][CH:19]=[CH:18][CH:17]=4)[CH3:13])[N:9]=[C:10](I)[C:3]=12.[NH:31]1[C:39]2[C:34](=[CH:35][CH:36]=[C:37](B3OC(C)(C)C(C)(C)O3)[CH:38]=2)[CH:33]=[N:32]1.C(=O)([O-])[O-].[Na+].[Na+].ClCCl. (7) Given the product [C:38]1([O:48][CH2:20][CH2:19][CH2:24][N:7]2[C:8]3[C:13](=[CH:12][CH:11]=[CH:10][CH:9]=3)[CH:5]=[C:6]2[C:14]([O:16][CH2:17][CH3:18])=[O:15])[C:47]2[C:42](=[CH:43][CH:44]=[CH:45][CH:46]=2)[CH:41]=[CH:40][CH:39]=1, predict the reactants needed to synthesize it. The reactants are: OCCC[C:5]1[C:13]2[C:8](=[CH:9][CH:10]=[CH:11][CH:12]=2)[NH:7][C:6]=1[C:14]([O:16][CH2:17][CH3:18])=[O:15].[CH:19]1[CH:24]=CC(P(C2C=CC=CC=2)C2C=CC=CC=2)=C[CH:20]=1.[C:38]1([OH:48])[C:47]2[C:42](=[CH:43][CH:44]=[CH:45][CH:46]=2)[CH:41]=[CH:40][CH:39]=1. (8) Given the product [CH:27]1([NH:30][C:31](=[O:49])[C:32]2[CH:33]=[C:34]([F:48])[C:35]([CH3:47])=[C:36]([C:2]3[C:3]4[CH:17]=[CH:16][C:15](=[O:18])[N:14]([C:19]5[C:24]([F:25])=[CH:23][CH:22]=[CH:21][C:20]=5[F:26])[C:4]=4[N:5]=[C:6]([NH:8][CH:9]([CH2:12][OH:13])[CH2:10][OH:11])[N:7]=3)[CH:37]=2)[CH2:28][CH2:29]1, predict the reactants needed to synthesize it. The reactants are: Cl[C:2]1[C:3]2[CH:17]=[CH:16][C:15](=[O:18])[N:14]([C:19]3[C:24]([F:25])=[CH:23][CH:22]=[CH:21][C:20]=3[F:26])[C:4]=2[N:5]=[C:6]([NH:8][CH:9]([CH2:12][OH:13])[CH2:10][OH:11])[N:7]=1.[CH:27]1([NH:30][C:31](=[O:49])[C:32]2[CH:37]=[C:36](B3OC(C)(C)C(C)(C)O3)[C:35]([CH3:47])=[C:34]([F:48])[CH:33]=2)[CH2:29][CH2:28]1.C([O-])([O-])=O.[K+].[K+]. (9) The reactants are: [CH3:1][C:2]1[O:10][C:5]2=[N:6][CH:7]=[CH:8][CH:9]=[C:4]2[CH:3]=1.[Br:11]Br. Given the product [Br:11][C:3]1[C:4]2[C:5](=[N:6][CH:7]=[CH:8][CH:9]=2)[O:10][C:2]=1[CH3:1], predict the reactants needed to synthesize it.